This data is from hERG Central: cardiac toxicity at 1µM, 10µM, and general inhibition. The task is: Predict hERG channel inhibition at various concentrations. (1) The compound is Clc1ccc(C2=CSC3=NCCN23)c(Cl)c1.[Br-]. Results: hERG_inhib (hERG inhibition (general)): blocker. (2) The compound is OCCC1CN(Cc2nc(-c3ccccc3)cs2)CCN1C1CCCC1. Results: hERG_inhib (hERG inhibition (general)): blocker. (3) The drug is OCC1(CCOc2ccccc2)CCN(Cc2ccc3cccc(F)c3n2)CC1. Results: hERG_inhib (hERG inhibition (general)): blocker. (4) The molecule is Cc1ccc(C(=O)N2CCN(c3ccc([N+](=O)[O-])c(NCc4ccco4)c3)CC2)cc1. Results: hERG_inhib (hERG inhibition (general)): blocker. (5) The drug is O=[N+]([O-])c1ccc(C(O)CN2CCN(c3ccccc3)CC2)cc1. Results: hERG_inhib (hERG inhibition (general)): blocker. (6) Results: hERG_inhib (hERG inhibition (general)): blocker. The compound is CCOC(=O)C1CCCN(c2nc3ccccc3nc2C(C#N)C(=O)OCCOC)C1.